This data is from Catalyst prediction with 721,799 reactions and 888 catalyst types from USPTO. The task is: Predict which catalyst facilitates the given reaction. (1) Reactant: [F:1][C:2]1[CH:3]=[C:4]([CH:15]=[CH:16][CH:17]=1)[CH2:5][O:6][C:7]1[CH:12]=[CH:11][C:10]([C:13]#[CH:14])=[CH:9][CH:8]=1.C([Li])CCC.[C:23](=[O:25])=[O:24].Cl. Product: [F:1][C:2]1[CH:3]=[C:4]([CH:15]=[CH:16][CH:17]=1)[CH2:5][O:6][C:7]1[CH:12]=[CH:11][C:10]([C:13]#[C:14][C:23]([OH:25])=[O:24])=[CH:9][CH:8]=1. The catalyst class is: 20. (2) Reactant: [NH2:1][C:2]1[CH:3]=[CH:4][C:5]([N+:12]([O-:14])=[O:13])=[C:6]([NH:8]C(=O)C)[CH:7]=1.ClC1C=CC([N+]([O-])=O)=C(C=1)N.CO[C:28]1([CH2:35]OC)[CH2:32][CH2:31][CH:30]([O:33][CH3:34])O1. Product: [CH3:34][O:33][CH2:30][C:31]1[N:1]([C:2]2[CH:3]=[CH:4][C:5]([N+:12]([O-:14])=[O:13])=[C:6]([NH2:8])[CH:7]=2)[CH:35]=[CH:28][CH:32]=1. The catalyst class is: 52. (3) Reactant: [Mg].II.Br[CH2:5][C:6]([CH3:9])([CH3:8])[CH3:7].C([SiH:14]([CH:18]([CH3:20])[CH3:19])[CH:15]([CH3:17])[CH3:16])CCC. Product: [CH:15]([SiH:14]([CH:18]([CH3:20])[CH3:19])[CH2:5][C:6]([CH3:9])([CH3:8])[CH3:7])([CH3:17])[CH3:16]. The catalyst class is: 1. (4) Reactant: Cl.[OH:2][C:3]1[CH:4]=[CH:5][CH:6]=[C:7]2[C:12]=1[CH2:11][NH:10][CH2:9][CH2:8]2.C(N(CC)CC)C.Cl[C:21]([O:23][CH2:24][C:25]1[CH:30]=[CH:29][CH:28]=[CH:27][CH:26]=1)=[O:22]. Product: [CH2:24]([O:23][C:21]([N:10]1[CH2:9][CH2:8][C:7]2[C:12](=[C:3]([OH:2])[CH:4]=[CH:5][CH:6]=2)[CH2:11]1)=[O:22])[C:25]1[CH:30]=[CH:29][CH:28]=[CH:27][CH:26]=1. The catalyst class is: 2. (5) Reactant: N#N.[CH3:3][C:4]1([C:9]2[CH:14]=[CH:13][N:12]=[C:11]([CH:15]=[O:16])[CH:10]=2)[O:8][CH2:7][CH2:6][O:5]1.[BH4-].[Na+].O. Product: [CH3:3][C:4]1([C:9]2[CH:14]=[CH:13][N:12]=[C:11]([CH2:15][OH:16])[CH:10]=2)[O:5][CH2:6][CH2:7][O:8]1. The catalyst class is: 5. (6) Reactant: [CH2:1]([C:8]1[C:13]([O:14][CH3:15])=[CH:12][CH:11]=[CH:10][C:9]=1[CH2:16][CH2:17][CH2:18][C:19]([O:21]CC)=[O:20])[C:2]1[CH:7]=[CH:6][CH:5]=[CH:4][CH:3]=1.[OH-].[Na+].O. Product: [CH2:1]([C:8]1[C:13]([O:14][CH3:15])=[CH:12][CH:11]=[CH:10][C:9]=1[CH2:16][CH2:17][CH2:18][C:19]([OH:21])=[O:20])[C:2]1[CH:3]=[CH:4][CH:5]=[CH:6][CH:7]=1. The catalyst class is: 12. (7) Reactant: [C:1]([OH:10])(=[O:9])[C:2]1[CH:7]=[CH:6][CH:5]=[N+:4]([O-])[CH:3]=1.[C-]#N.[Na+].[CH2:14]([N:16](CC)CC)C.C[Si](Cl)(C)C. Product: [C:14]([C:5]1[CH:6]=[CH:7][C:2]([C:1]([OH:10])=[O:9])=[CH:3][N:4]=1)#[N:16]. The catalyst class is: 3. (8) Reactant: [CH2:1]([N:3]1[C:11]2[C:6](=[CH:7][C:8]([NH:12][C:13]([C:15]3[C:16]([C:21]4[CH:26]=[CH:25][C:24]([C:27]([F:30])([F:29])[F:28])=[CH:23][CH:22]=4)=[CH:17][CH:18]=[CH:19][CH:20]=3)=[O:14])=[CH:9][CH:10]=2)[CH:5]=[C:4]1[C:31]([OH:33])=O)[CH3:2].Cl.[NH2:35][C@@H:36]([C:47]1[CH:52]=[CH:51][CH:50]=[CH:49][CH:48]=1)[C:37]([NH:39][CH2:40][C:41]1[CH:46]=[CH:45][CH:44]=[CH:43][CH:42]=1)=[O:38].CCN(C(C)C)C(C)C.C1CN([P+](Br)(N2CCCC2)N2CCCC2)CC1.F[P-](F)(F)(F)(F)F. Product: [CH2:40]([NH:39][C:37](=[O:38])[C@@H:36]([NH:35][C:31]([C:4]1[N:3]([CH2:1][CH3:2])[C:11]2[C:6]([CH:5]=1)=[CH:7][C:8]([NH:12][C:13]([C:15]1[C:16]([C:21]3[CH:22]=[CH:23][C:24]([C:27]([F:30])([F:28])[F:29])=[CH:25][CH:26]=3)=[CH:17][CH:18]=[CH:19][CH:20]=1)=[O:14])=[CH:9][CH:10]=2)=[O:33])[C:47]1[CH:48]=[CH:49][CH:50]=[CH:51][CH:52]=1)[C:41]1[CH:42]=[CH:43][CH:44]=[CH:45][CH:46]=1. The catalyst class is: 2. (9) Reactant: [CH3:1][N:2]1[C:6]([C:7]2[CH:12]=[CH:11][CH:10]=[CH:9][C:8]=2[C:13]([F:16])([F:15])[F:14])=[C:5]([CH3:17])[C:4]([C:18]([OH:20])=O)=[CH:3]1.C(Cl)(=O)C(Cl)=O.[CH3:27][S:28]([C:31]1[CH:37]=[CH:36][C:34]([NH2:35])=[CH:33][CH:32]=1)(=[O:30])=[O:29].CCN(C(C)C)C(C)C. Product: [CH3:27][S:28]([C:31]1[CH:37]=[CH:36][C:34]([NH:35][C:18]([C:4]2[C:5]([CH3:17])=[C:6]([C:7]3[CH:12]=[CH:11][CH:10]=[CH:9][C:8]=3[C:13]([F:16])([F:14])[F:15])[N:2]([CH3:1])[CH:3]=2)=[O:20])=[CH:33][CH:32]=1)(=[O:29])=[O:30]. The catalyst class is: 168.